Regression. Given two drug SMILES strings and cell line genomic features, predict the synergy score measuring deviation from expected non-interaction effect. From a dataset of NCI-60 drug combinations with 297,098 pairs across 59 cell lines. (1) Drug 2: COCCOC1=C(C=C2C(=C1)C(=NC=N2)NC3=CC=CC(=C3)C#C)OCCOC.Cl. Synergy scores: CSS=12.5, Synergy_ZIP=-4.24, Synergy_Bliss=0.503, Synergy_Loewe=-2.86, Synergy_HSA=0.293. Cell line: UACC-257. Drug 1: C1C(C(OC1N2C=NC3=C(N=C(N=C32)Cl)N)CO)O. (2) Drug 1: CC(C)CN1C=NC2=C1C3=CC=CC=C3N=C2N. Drug 2: CC1CCCC2(C(O2)CC(NC(=O)CC(C(C(=O)C(C1O)C)(C)C)O)C(=CC3=CSC(=N3)C)C)C. Cell line: PC-3. Synergy scores: CSS=53.0, Synergy_ZIP=4.49, Synergy_Bliss=2.04, Synergy_Loewe=0.549, Synergy_HSA=3.82. (3) Drug 1: C1CC(=O)NC(=O)C1N2C(=O)C3=CC=CC=C3C2=O. Drug 2: C1C(C(OC1N2C=NC3=C2NC=NCC3O)CO)O. Cell line: UACC62. Synergy scores: CSS=12.9, Synergy_ZIP=-1.95, Synergy_Bliss=-0.799, Synergy_Loewe=0.162, Synergy_HSA=-0.361. (4) Drug 1: CCCS(=O)(=O)NC1=C(C(=C(C=C1)F)C(=O)C2=CNC3=C2C=C(C=N3)C4=CC=C(C=C4)Cl)F. Drug 2: CC(C)NC(=O)C1=CC=C(C=C1)CNNC.Cl. Cell line: COLO 205. Synergy scores: CSS=44.3, Synergy_ZIP=9.73, Synergy_Bliss=9.09, Synergy_Loewe=-10.1, Synergy_HSA=5.95. (5) Drug 1: CC1=CC=C(C=C1)C2=CC(=NN2C3=CC=C(C=C3)S(=O)(=O)N)C(F)(F)F. Drug 2: CCC1(CC2CC(C3=C(CCN(C2)C1)C4=CC=CC=C4N3)(C5=C(C=C6C(=C5)C78CCN9C7C(C=CC9)(C(C(C8N6C)(C(=O)OC)O)OC(=O)C)CC)OC)C(=O)OC)O.OS(=O)(=O)O. Cell line: NCI-H522. Synergy scores: CSS=8.33, Synergy_ZIP=0.856, Synergy_Bliss=3.71, Synergy_Loewe=-4.83, Synergy_HSA=1.61. (6) Drug 1: C1=CC(=CC=C1CCC2=CNC3=C2C(=O)NC(=N3)N)C(=O)NC(CCC(=O)O)C(=O)O. Drug 2: CN(CCCl)CCCl.Cl. Cell line: OVCAR3. Synergy scores: CSS=22.9, Synergy_ZIP=-4.93, Synergy_Bliss=-7.08, Synergy_Loewe=-13.4, Synergy_HSA=-5.41. (7) Drug 1: C1=CN(C=N1)CC(O)(P(=O)(O)O)P(=O)(O)O. Drug 2: C1CC(=O)NC(=O)C1N2C(=O)C3=CC=CC=C3C2=O. Cell line: OVCAR-8. Synergy scores: CSS=-7.10, Synergy_ZIP=8.03, Synergy_Bliss=6.70, Synergy_Loewe=-2.18, Synergy_HSA=-3.01. (8) Drug 1: CN(C)C1=NC(=NC(=N1)N(C)C)N(C)C. Drug 2: CC(C)(C#N)C1=CC(=CC(=C1)CN2C=NC=N2)C(C)(C)C#N. Cell line: HOP-92. Synergy scores: CSS=-2.89, Synergy_ZIP=-0.0144, Synergy_Bliss=-1.79, Synergy_Loewe=-1.69, Synergy_HSA=-2.61.